From a dataset of Catalyst prediction with 721,799 reactions and 888 catalyst types from USPTO. Predict which catalyst facilitates the given reaction. (1) Reactant: C(O[K])(C)(C)C.[NH:7]1[CH:11]=[CH:10][CH:9]=[N:8]1.Cl[C:13]1[N:18]=[C:17]([C:19]2[CH:24]=[CH:23][CH:22]=[CH:21][N:20]=2)[CH:16]=[CH:15][CH:14]=1. Product: [CH:23]1[CH:22]=[CH:21][N:20]=[C:19]([C:17]2[CH:16]=[CH:15][CH:14]=[CH:13][N:18]=2)[CH:24]=1.[NH:7]1[CH:11]=[CH:10][CH:9]=[N:8]1. The catalyst class is: 6. (2) Reactant: [H-].[Na+].[NH:3]1[CH2:8][CH2:7][S:6][CH2:5][C:4]1=[O:9].[CH3:10][N:11]1[CH2:16][CH2:15][N:14]([C:17]2[CH:24]=[CH:23][CH:22]=[CH:21][C:18]=2[CH:19]=[O:20])[CH2:13][CH2:12]1. Product: [OH:20][CH:19]([C:18]1[CH:21]=[CH:22][CH:23]=[CH:24][C:17]=1[N:14]1[CH2:13][CH2:12][N:11]([CH3:10])[CH2:16][CH2:15]1)[CH:5]1[S:6][CH2:7][CH2:8][NH:3][C:4]1=[O:9]. The catalyst class is: 1. (3) Reactant: Br[C:2]1[CH:3]=[C:4]2[N:10]([CH3:11])[N:9]=[CH:8][C:5]2=[N:6][CH:7]=1.CC1(C)C(C)(C)OB([C:20]2[CH:25]=[CH:24][C:23]([CH2:26][C:27]([NH:29][C:30]3[CH:34]=[C:33]([C:35]4([C:38]([F:41])([F:40])[F:39])[CH2:37][CH2:36]4)[O:32][N:31]=3)=[O:28])=[CH:22][CH:21]=2)O1.C([O-])([O-])=O.[Na+].[Na+].CC#N. Product: [CH3:11][N:10]1[C:4]2[C:5](=[N:6][CH:7]=[C:2]([C:20]3[CH:21]=[CH:22][C:23]([CH2:26][C:27]([NH:29][C:30]4[CH:34]=[C:33]([C:35]5([C:38]([F:41])([F:39])[F:40])[CH2:36][CH2:37]5)[O:32][N:31]=4)=[O:28])=[CH:24][CH:25]=3)[CH:3]=2)[CH:8]=[N:9]1. The catalyst class is: 6. (4) Reactant: [NH2:1][C:2]1[CH:26]=[CH:25][C:24]([N:27]2[CH2:32][CH2:31][CH2:30][CH2:29][CH2:28]2)=[CH:23][C:3]=1[C:4]([NH:6][C:7]1[N:12]=[CH:11][C:10]([C:13]2[CH:18]=[CH:17][CH:16]=[C:15]([C:19]([F:22])([F:21])[F:20])[CH:14]=2)=[CH:9][N:8]=1)=[O:5].[CH2:33]([N:35]([CH2:50][CH3:51])[CH2:36][CH2:37][N:38]([CH2:40][C:41]1[CH:42]=[C:43]([CH:47]=[CH:48][CH:49]=1)[C:44](O)=[O:45])[CH3:39])[CH3:34].CCN=C=NCCCN(C)C. Product: [CH2:50]([N:35]([CH2:33][CH3:34])[CH2:36][CH2:37][N:38]([CH2:40][C:41]1[CH:42]=[C:43]([CH:47]=[CH:48][CH:49]=1)[C:44]([NH:1][C:2]1[CH:26]=[CH:25][C:24]([N:27]2[CH2:32][CH2:31][CH2:30][CH2:29][CH2:28]2)=[CH:23][C:3]=1[C:4]([NH:6][C:7]1[N:12]=[CH:11][C:10]([C:13]2[CH:18]=[CH:17][CH:16]=[C:15]([C:19]([F:21])([F:22])[F:20])[CH:14]=2)=[CH:9][N:8]=1)=[O:5])=[O:45])[CH3:39])[CH3:51]. The catalyst class is: 112. (5) Reactant: [CH2:1]([C:4]1[C:8]([C:9]([O:11][CH2:12][CH3:13])=[O:10])=[CH:7][NH:6][N:5]=1)[CH2:2][CH3:3].Cl[C:15]1[CH:20]=[CH:19][C:18]([C:21]([F:24])([F:23])[F:22])=[CH:17][N:16]=1.C(=O)([O-])[O-].[K+].[K+].Cl. Product: [CH2:1]([C:4]1[C:8]([C:9]([O:11][CH2:12][CH3:13])=[O:10])=[CH:7][N:6]([C:15]2[CH:20]=[CH:19][C:18]([C:21]([F:24])([F:23])[F:22])=[CH:17][N:16]=2)[N:5]=1)[CH2:2][CH3:3]. The catalyst class is: 9.